Dataset: Catalyst prediction with 721,799 reactions and 888 catalyst types from USPTO. Task: Predict which catalyst facilitates the given reaction. (1) Reactant: [CH3:1][O:2][C:3](=[O:21])[CH2:4][CH:5]1[CH2:10][CH2:9][N:8]([C:11]([O:13][CH2:14][C:15]2[CH:20]=[CH:19][CH:18]=[CH:17][CH:16]=2)=[O:12])[CH2:7][CH2:6]1.Br[CH2:23][C:24]([C:26]1[CH:31]=[CH:30][CH:29]=[CH:28][CH:27]=1)=[CH2:25]. The catalyst class is: 7. Product: [CH3:1][O:2][C:3]([CH:4]([CH:5]1[CH2:6][CH2:7][N:8]([C:11]([O:13][CH2:14][C:15]2[CH:20]=[CH:19][CH:18]=[CH:17][CH:16]=2)=[O:12])[CH2:9][CH2:10]1)[CH2:25][C:24]([C:26]1[CH:31]=[CH:30][CH:29]=[CH:28][CH:27]=1)=[CH2:23])=[O:21]. (2) Reactant: [Cl:1][C:2]1[CH:3]=[C:4]([NH:17][C:18]2[C:27]3[C:22](=[CH:23][CH:24]=[C:25](C=O)[CH:26]=3)[N:21]=[CH:20][N:19]=2)[CH:5]=[CH:6][C:7]=1[O:8][CH2:9][C:10]1[CH:15]=[CH:14][CH:13]=[C:12]([F:16])[CH:11]=1.Cl.Cl.[N:32]1([CH2:38][CH2:39][O:40][NH2:41])[CH2:37][CH2:36][CH2:35][CH2:34][CH2:33]1. Product: [Cl:1][C:2]1[CH:3]=[C:4]([NH:17][C:18]2[C:27]3[CH2:26][C:25](=[N:41][O:40][CH2:39][CH2:38][N:32]4[CH2:37][CH2:36][CH2:35][CH2:34][CH2:33]4)[CH:24]=[CH:23][C:22]=3[N:21]=[CH:20][N:19]=2)[CH:5]=[CH:6][C:7]=1[O:8][CH2:9][C:10]1[CH:15]=[CH:14][CH:13]=[C:12]([F:16])[CH:11]=1. The catalyst class is: 253. (3) Reactant: [C:1]([C:5]1[N:10]=[C:9]([N:11]2[CH2:16][CH2:15][N:14]([CH2:17][CH2:18][CH2:19][CH2:20][NH2:21])[CH2:13][CH2:12]2)[CH:8]=[C:7]([C:22]([F:25])([F:24])[F:23])[N:6]=1)([CH3:4])([CH3:3])[CH3:2].C1N=CN([C:31](N2C=NC=C2)=[O:32])C=1.[Cl:38][C:39]1[CH:40]=[C:41]([N:46]2[CH2:51][CH2:50][NH:49][CH2:48][CH2:47]2)[CH:42]=[CH:43][C:44]=1[Cl:45]. Product: [C:1]([C:5]1[N:10]=[C:9]([N:11]2[CH2:16][CH2:15][N:14]([CH2:17][CH2:18][CH2:19][CH2:20][NH:21][C:31]([N:49]3[CH2:50][CH2:51][N:46]([C:41]4[CH:42]=[CH:43][C:44]([Cl:45])=[C:39]([Cl:38])[CH:40]=4)[CH2:47][CH2:48]3)=[O:32])[CH2:13][CH2:12]2)[CH:8]=[C:7]([C:22]([F:24])([F:25])[F:23])[N:6]=1)([CH3:4])([CH3:2])[CH3:3]. The catalyst class is: 147.